Dataset: Forward reaction prediction with 1.9M reactions from USPTO patents (1976-2016). Task: Predict the product of the given reaction. The product is: [OH:38][C:23]1[C:22](=[O:39])[N:11]([C:12]2[N:13]=[N:14][C:15]([CH3:18])=[CH:16][CH:17]=2)[CH:1]([C:2]2[CH:7]=[CH:6][C:5]([O:8][CH3:9])=[CH:4][CH:3]=2)[C:24]=1[C:25](=[O:37])[C:26]1[CH:27]=[CH:28][C:29]([O:32][C:33]([F:34])([F:35])[F:36])=[CH:30][CH:31]=1. Given the reactants [CH:1](=O)[C:2]1[CH:7]=[CH:6][C:5]([O:8][CH3:9])=[CH:4][CH:3]=1.[NH2:11][C:12]1[N:13]=[N:14][C:15]([CH3:18])=[CH:16][CH:17]=1.C(O[C:22](=[O:39])[C:23]([OH:38])=[CH:24][C:25](=[O:37])[C:26]1[CH:31]=[CH:30][C:29]([O:32][C:33]([F:36])([F:35])[F:34])=[CH:28][CH:27]=1)C, predict the reaction product.